Task: Predict the reactants needed to synthesize the given product.. Dataset: Full USPTO retrosynthesis dataset with 1.9M reactions from patents (1976-2016) (1) Given the product [C:1]([N:4]1[C:13]2[C:8](=[CH:9][C:10]([C:34]3[CH:39]=[CH:38][C:37]([CH2:40][C:41]([O:43][CH2:44][CH3:45])=[O:42])=[CH:36][CH:35]=3)=[CH:11][CH:12]=2)[C@H:7]([NH:23][C:24]2[CH:31]=[CH:30][C:27]([C:28]#[N:29])=[CH:26][N:25]=2)[CH2:6][C@@H:5]1[CH3:32])(=[O:3])[CH3:2], predict the reactants needed to synthesize it. The reactants are: [C:1]([N:4]1[C:13]2[C:8](=[CH:9][C:10](B3OC(C)(C)C(C)(C)O3)=[CH:11][CH:12]=2)[C@H:7]([NH:23][C:24]2[CH:31]=[CH:30][C:27]([C:28]#[N:29])=[CH:26][N:25]=2)[CH2:6][C@@H:5]1[CH3:32])(=[O:3])[CH3:2].Br[C:34]1[CH:39]=[CH:38][C:37]([CH2:40][C:41]([O:43][CH2:44][CH3:45])=[O:42])=[CH:36][CH:35]=1.C(=O)([O-])[O-].[K+].[K+]. (2) Given the product [CH2:14]([O:16][Si:17]1([O:18][CH2:19][CH3:20])[CH2:6][CH:5]=[CH:4][C:3]([C:8]([F:9])([F:10])[F:11])([C:2]([F:12])([F:13])[F:1])[O:7]1)[CH3:15], predict the reactants needed to synthesize it. The reactants are: [F:1][C:2]([F:13])([F:12])[C:3]([C:8]([F:11])([F:10])[F:9])([OH:7])[CH2:4][CH:5]=[CH2:6].[CH2:14]([O:16][SiH:17](OCC)[O:18][CH2:19][CH3:20])[CH3:15]. (3) Given the product [F:13][CH:12]([F:14])[O:11][C:3]1[CH:4]=[C:5]([N+:8]([O-:10])=[O:9])[CH:6]=[CH:7][C:2]=1[N:21]1[CH2:22][CH2:23][N:18]([CH:16]([CH3:17])[CH3:15])[CH2:19][CH2:20]1, predict the reactants needed to synthesize it. The reactants are: Br[C:2]1[CH:7]=[CH:6][C:5]([N+:8]([O-:10])=[O:9])=[CH:4][C:3]=1[O:11][CH:12]([F:14])[F:13].[CH3:15][CH:16]([N:18]1[CH2:23][CH2:22][NH:21][CH2:20][CH2:19]1)[CH3:17].C([O-])([O-])=O.[K+].[K+].Cl. (4) Given the product [Cl-:17].[CH3:10][O:11][C:12]1[CH:19]=[CH:18][C:15]([CH2:16][N+:4]2[CH:5]=[CH:6][CH:7]=[C:2]([C:1](=[O:8])[NH2:9])[CH:3]=2)=[CH:14][CH:13]=1, predict the reactants needed to synthesize it. The reactants are: [C:1]([NH2:9])(=[O:8])[C:2]1[CH:7]=[CH:6][CH:5]=[N:4][CH:3]=1.[CH3:10][O:11][C:12]1[CH:19]=[CH:18][C:15]([CH2:16][Cl:17])=[CH:14][CH:13]=1. (5) Given the product [Br:7][C:8]1[CH:9]=[N:10][CH:11]=[C:12]([C:6]#[C:5][Si:2]([CH3:4])([CH3:3])[CH3:1])[CH:13]=1, predict the reactants needed to synthesize it. The reactants are: [CH3:1][Si:2]([C:5]#[CH:6])([CH3:4])[CH3:3].[Br:7][C:8]1[CH:9]=[N:10][CH:11]=[C:12](I)[CH:13]=1. (6) Given the product [F:8][C:6]1[CH:7]=[C:2]([C:12]2[CH:13]=[CH:14][N:9]=[CH:10][CH:11]=2)[CH:3]=[N:4][CH:5]=1, predict the reactants needed to synthesize it. The reactants are: Br[C:2]1[CH:3]=[N:4][CH:5]=[C:6]([F:8])[CH:7]=1.[N:9]1[CH:14]=[CH:13][C:12](B(O)O)=[CH:11][CH:10]=1. (7) Given the product [Br:1][C:2]1[CH:14]=[C:24]2[C:12](=[CH:4][CH:3]=1)[O:11][C:10]([CH3:15])([CH3:16])[C:6]1([CH2:7][O:8][CH2:9]1)[C:25]12[CH2:21][O:20][C:19]([NH2:29])=[N:26]1, predict the reactants needed to synthesize it. The reactants are: [Br:1][C:2]1[CH:3]=[C:4]2[C:12](=C[CH:14]=1)[O:11][C:10]([CH3:16])([CH3:15])[C:6]1([CH2:9][O:8][CH2:7]1)C2=C.C[CH2:19][O:20][C:21](C)=O.[CH3:24][C:25]#[N:26].II.[NH3:29]. (8) Given the product [CH2:1]([C:3]1([CH3:23])[CH:8]([CH3:9])[C:7](=[N:24][OH:25])[CH2:6][C:5]([CH2:12][CH3:13])([CH3:11])[N:4]1[O:14][CH:15]([C:17]1[CH:22]=[CH:21][CH:20]=[CH:19][CH:18]=1)[CH3:16])[CH3:2], predict the reactants needed to synthesize it. The reactants are: [CH2:1]([C:3]1([CH3:23])[CH:8]([CH3:9])[C:7](=O)[CH2:6][C:5]([CH2:12][CH3:13])([CH3:11])[N:4]1[O:14][CH:15]([C:17]1[CH:22]=[CH:21][CH:20]=[CH:19][CH:18]=1)[CH3:16])[CH3:2].[NH2:24][OH:25]. (9) Given the product [C:23]([C:5]1[CH:10]=[CH:9][C:8]([NH:11][C:12](=[O:14])[CH3:13])=[C:7]([F:15])[CH:6]=1)#[N:24], predict the reactants needed to synthesize it. The reactants are: [C-]#N.[Na+].Br[C:5]1[CH:10]=[CH:9][C:8]([NH:11][C:12](=[O:14])[CH3:13])=[C:7]([F:15])[CH:6]=1.C1(C)C=CC=CC=1.[CH3:23][NH:24]CCNC. (10) Given the product [F:1][C:2]1[CH:3]=[C:4]([CH:23]=[CH:24][C:25]=1[F:26])[O:5][CH:6]1[CH2:9][N:8]([C:10]2[N:18]=[CH:17][C:16]([C:19]([F:22])([F:20])[F:21])=[CH:15][C:11]=2[C:12]([NH:28][C:29]2([C:32]3[CH:41]=[CH:40][C:35]([C:36]([O:38][CH3:39])=[O:37])=[CH:34][CH:33]=3)[CH2:31][CH2:30]2)=[O:13])[CH2:7]1, predict the reactants needed to synthesize it. The reactants are: [F:1][C:2]1[CH:3]=[C:4]([CH:23]=[CH:24][C:25]=1[F:26])[O:5][CH:6]1[CH2:9][N:8]([C:10]2[N:18]=[CH:17][C:16]([C:19]([F:22])([F:21])[F:20])=[CH:15][C:11]=2[C:12](O)=[O:13])[CH2:7]1.Cl.[NH2:28][C:29]1([C:32]2[CH:41]=[CH:40][C:35]([C:36]([O:38][CH3:39])=[O:37])=[CH:34][CH:33]=2)[CH2:31][CH2:30]1.